Dataset: Catalyst prediction with 721,799 reactions and 888 catalyst types from USPTO. Task: Predict which catalyst facilitates the given reaction. (1) Reactant: [CH2:1]([O:3][CH:4]([O:21][CH2:22][CH3:23])[C:5]1[O:13][C:12]2[C:11]([C:14]3[CH:15]=[C:16]([OH:20])[CH:17]=[CH:18][CH:19]=3)=[CH:10][N:9]=[CH:8][C:7]=2[CH:6]=1)[CH3:2].Br[C:25]1[CH:26]=[N:27][CH:28]=[N:29][CH:30]=1.N1C=CC=CC=1C(O)=O.P([O-])([O-])([O-])=O.[K+].[K+].[K+]. Product: [CH2:22]([O:21][CH:4]([O:3][CH2:1][CH3:2])[C:5]1[O:13][C:12]2[C:11]([C:14]3[CH:19]=[CH:18][CH:17]=[C:16]([O:20][C:25]4[CH:26]=[N:27][CH:28]=[N:29][CH:30]=4)[CH:15]=3)=[CH:10][N:9]=[CH:8][C:7]=2[CH:6]=1)[CH3:23]. The catalyst class is: 846. (2) Reactant: [NH:1]1[C:5]2[CH:6]=[CH:7][CH:8]=[CH:9][C:4]=2[N:3]=[C:2]1[C:10]([N:12]([CH2:34][CH:35]([CH3:37])[CH3:36])[C@H:13]1[CH2:18][C@@H:17]([C:19]([N:21]2[CH2:26][CH2:25][O:24][CH2:23][CH2:22]2)=[O:20])[CH2:16][N:15]([C:27]([O:29][C:30]([CH3:33])([CH3:32])[CH3:31])=[O:28])[CH2:14]1)=[O:11].CS(O[CH2:43][CH2:44][CH2:45][CH2:46][O:47][CH3:48])(=O)=O.C(=O)([O-])[O-].[Cs+].[Cs+]. Product: [CH3:48][O:47][CH2:46][CH2:45][CH2:44][CH2:43][N:1]1[C:5]2[CH:6]=[CH:7][CH:8]=[CH:9][C:4]=2[N:3]=[C:2]1[C:10]([N:12]([CH2:34][CH:35]([CH3:37])[CH3:36])[C@H:13]1[CH2:18][C@@H:17]([C:19]([N:21]2[CH2:22][CH2:23][O:24][CH2:25][CH2:26]2)=[O:20])[CH2:16][N:15]([C:27]([O:29][C:30]([CH3:31])([CH3:32])[CH3:33])=[O:28])[CH2:14]1)=[O:11]. The catalyst class is: 395. (3) Reactant: [C:1]([O:5][C:6]([NH:8][C@@H:9]([CH:13]([CH3:15])[CH3:14])[C:10]([OH:12])=O)=[O:7])([CH3:4])([CH3:3])[CH3:2].CN(C(O[N:24]1N=NC2C=[CH:28][CH:29]=[CH:30][C:25]1=2)=[N+](C)C)C.[B-](F)(F)(F)F.[CH3:38]N1CCOCC1.N1CCCC1. Product: [CH3:14][C:13]([CH3:15])([CH3:38])[C@H:9]([NH:8][C:6](=[O:7])[O:5][C:1]([CH3:2])([CH3:3])[CH3:4])[C:10](=[O:12])[N:24]1[CH2:25][CH2:30][CH2:29][CH2:28]1. The catalyst class is: 3. (4) Reactant: Br[C:2]1[CH:11]=[CH:10][CH:9]=[C:8]2[C:3]=1[CH:4]=[CH:5][C:6]([NH:12][CH2:13][C:14]1[O:15][C:16]([CH3:19])=[CH:17][CH:18]=1)=[N:7]2.C([Li])CCC.CN(C)[CH:27]=[O:28]. Product: [CH3:19][C:16]1[O:15][C:14]([CH2:13][NH:12][C:6]2[CH:5]=[CH:4][C:3]3[C:2]([CH:27]=[O:28])=[CH:11][CH:10]=[CH:9][C:8]=3[N:7]=2)=[CH:18][CH:17]=1. The catalyst class is: 7. (5) Reactant: [CH3:1][C:2]1[CH:3]=[C:4]([CH:9]=[C:10]([CH3:15])[C:11]=1[N+:12]([O-])=O)[C:5]([O:7][CH3:8])=[O:6].Cl. Product: [NH2:12][C:11]1[C:2]([CH3:1])=[CH:3][C:4]([C:5]([O:7][CH3:8])=[O:6])=[CH:9][C:10]=1[CH3:15]. The catalyst class is: 415.